This data is from Full USPTO retrosynthesis dataset with 1.9M reactions from patents (1976-2016). The task is: Predict the reactants needed to synthesize the given product. Given the product [Cl:15][C:13]1[CH:14]=[C:9]([CH:10]=[C:11]([C:16]2[CH:21]=[CH:20][N:19]=[CH:18][CH:17]=2)[CH:12]=1)/[CH:23]=[CH:22]/[C:24]1[CH:25]=[CH:26][C:27]([N:30]2[CH2:31][CH2:32][N:33]([C:36](=[O:38])[CH3:37])[CH2:34][CH2:35]2)=[CH:28][CH:29]=1, predict the reactants needed to synthesize it. The reactants are: C(N(CC)CC)C.Br[C:9]1[CH:10]=[C:11]([C:16]2[CH:21]=[CH:20][N:19]=[CH:18][CH:17]=2)[CH:12]=[C:13]([Cl:15])[CH:14]=1.[CH:22]([C:24]1[CH:29]=[CH:28][C:27]([N:30]2[CH2:35][CH2:34][N:33]([C:36](=[O:38])[CH3:37])[CH2:32][CH2:31]2)=[CH:26][CH:25]=1)=[CH2:23].C1C=CC(P(C2C=CC=CC=2)C2C=CC=CC=2)=CC=1.